This data is from Retrosynthesis with 50K atom-mapped reactions and 10 reaction types from USPTO. The task is: Predict the reactants needed to synthesize the given product. (1) Given the product CC[C@H](NC(=O)[C@@H](CC(=O)N1CCOCC1)CC(C)(C)CC(C)C)C(=O)c1ncco1, predict the reactants needed to synthesize it. The reactants are: CC(C)CC(C)(C)C[C@H](CC(=O)N1CCOCC1)C(=O)O.CC[C@H](N)C(=O)c1ncco1. (2) Given the product Nc1ccc(C(=O)Nc2ccc3oc4c(c3c2)CCCC4)cc1, predict the reactants needed to synthesize it. The reactants are: O=C(Nc1ccc2oc3c(c2c1)CCCC3)c1ccc([N+](=O)[O-])cc1. (3) Given the product CCCCCCCCCCCC(=O)OCc1c(C)oc([Si](C)(C)C)c1-c1ccccc1, predict the reactants needed to synthesize it. The reactants are: CCCCCCCCCCCC(=O)Cl.Cc1oc([Si](C)(C)C)c(-c2ccccc2)c1CO. (4) Given the product C#Cc1ccc(Cn2nc(-c3ncc(OC)c(Nc4ccncc4)n3)c3ccccc32)c(F)c1, predict the reactants needed to synthesize it. The reactants are: COc1cnc(-c2nn(Cc3ccc(C#C[Si](C)(C)C)cc3F)c3ccccc23)nc1Nc1ccncc1. (5) The reactants are: CCc1c(C)n(C)n(-c2ccccc2)c1=O.O=C1CCC(=O)N1Br. Given the product CCc1c(CBr)n(C)n(-c2ccccc2)c1=O, predict the reactants needed to synthesize it. (6) Given the product Cc1ccc2c3c(ccc2n1)OC[C@@H](CO)O3, predict the reactants needed to synthesize it. The reactants are: Cc1ccc2c3c(ccc2n1)OCC(COCc1ccccc1)O3. (7) Given the product Nc1ccc2c(c1)C(=O)N(c1ccc(C(=O)O)cc1)C2=O, predict the reactants needed to synthesize it. The reactants are: O=C(O)c1ccc(N2C(=O)c3ccc([N+](=O)[O-])cc3C2=O)cc1. (8) Given the product CC1C=C(Nc2ccc(OC(F)(F)F)cc2)N(C)N1, predict the reactants needed to synthesize it. The reactants are: CC(=O)N(C1=CC(C)NN1C)c1ccc(OC(F)(F)F)cc1.